Dataset: Drug-target binding data from BindingDB using IC50 measurements. Task: Regression. Given a target protein amino acid sequence and a drug SMILES string, predict the binding affinity score between them. We predict pIC50 (pIC50 = -log10(IC50 in M); higher means more potent). Dataset: bindingdb_ic50. (1) The drug is O=c1nc2n(-c3ccc(O)cc3)c3cc(Cl)ccc3cc-2c(=O)[nH]1. The target protein (Q9JJX7) has sequence MASGSSSDAAEPAGPAGRAASAPEAAQAEEDRVKRRRLQCLGFALVGGCDPTMVPSVLRENDWQTQKALSAYFELPENDQGWPRQPPTSFKSEAYVDLTNEDANDTTILEASPSGTPLEDSSTISFITWNIDGLDGCNLPERARGVCSCLALYSPDVVFLQEVIPPYCAYLKKRAASYTIITGNEEGYFTAILLKKGRVKFKSQEIIPFPNTKMMRNLLCVNVSLGGNEFCLMTSHLESTREHSAERIRQLKTVLGKMQEAPDSTTVIFAGDTNLRDQEVIKCGGLPDNVFDAWEFLGKPKHCQYTWDTKANNNLRIPAAYKHRFDRIFFRAEEGHLIPQSLDLVGLEKLDCGRFPSDHWGLLCTLNVVL. The pIC50 is 4.0. (2) The compound is CCOCCOCCOCCOCCOCCO[C@@H]1O[C@@H](CO)[C@@H](O[C@@H]2O[C@@H](CO)[C@H](O)[C@H](O[C@]3(C(=O)O)C[C@@H](O)[C@@H](NC(C)=O)[C@H]([C@H](O)[C@H](O)CO)O3)[C@@H]2O)[C@H](O[C@@H]2O[C@@H](C)[C@@H](O)[C@H](O)[C@@H]2O)[C@@H]1NC(C)=O. The target protein (P98105) has sequence MNASCFLSALTFVLLIGKSIAWYYNASSELMTYDEASAYCQRDYTHLVAIQNKEEINYLNSTLRYSPSYYWIGIRKVNNVWIWVGTQKPLTEEAKNWAPGEPNNKQRNEDCVEIYIQRPKDSGMWNDERCDKKKLALCYTASCTNTSCSGHGECVETINSYTCKCHPGFLGPKCDQVVTCQEQEYPDHGSLNCTHPFGLFSYNSSCSFSCERGYVPSSMETTVRCTSSGEWSAPAPACHVVECKALTQPAHGVRKCSSNPGSYPWNTTCTFDCEEGYRRVGAQNLQCTSSGVWDNEKPSCKAVTCDAIPRPQNGSVSCSNSTAGALAFKSSCNFTCEHSFTLQGPAQVECSAQGQWTPQIPVCKASQCEALSAPQRGHMKCLPSASAPFQSGSSCKFSCDEGFELKGSRRLQCGPRGEWDSEKPTCAGVQCSSLDLPGKMNMSCSGPAVFGTVCEFTCPEGWTLNGSSILTCGATGRWSAMLPTCEAPANPPRPLVVALS.... The pIC50 is 5.6. (3) The drug is CCN(CC)CCNC(=O)c1cnc2ccc(-c3ccc4oc(N)nc4c3)cn12. The target protein (O00459) has sequence MAGPEGFQYRALYPFRRERPEDLELLPGDVLVVSRAALQALGVAEGGERCPQSVGWMPGLNERTRQRGDFPGTYVEFLGPVALARPGPRPRGPRPLPARPRDGAPEPGLTLPDLPEQFSPPDVAPPLLVKLVEAIERTGLDSESHYRPELPAPRTDWSLSDVDQWDTAALADGIKSFLLALPAPLVTPEASAEARRALREAAGPVGPALEPPTLPLHRALTLRFLLQHLGRVASRAPALGPAVRALGATFGPLLLRAPPPPSSPPPGGAPDGSEPSPDFPALLVEKLLQEHLEEQEVAPPALPPKPPKAKPASTVLANGGSPPSLQDAEWYWGDISREEVNEKLRDTPDGTFLVRDASSKIQGEYTLTLRKGGNNKLIKVFHRDGHYGFSEPLTFCSVVDLINHYRHESLAQYNAKLDTRLLYPVSKYQQDQIVKEDSVEAVGAQLKVYHQQYQDKSREYDQLYEEYTRTSQELQMKRTAIEAFNETIKIFEEQGQTQEK.... The pIC50 is 6.0. (4) The drug is C=CC(=O)OC1CCC(C(C)(C)CC)CC1. The target protein sequence is EEMIRSLQQRPEPTPEEWDLIHIATEAHRSTNAQGSHWKQRRKFLPDDIGQSPIVSMPDGDKVDLEAFSEFTKIITPAITRVVDFAKKLPMFSELPCEDQIILLKGCCMEIMSLRAAVRYDPESDTLTLSGEMAVKREQLKNGGLGVVSDAIFELGKSLSAFNLDDTEVALLQAVLLMSTDRSGLLCVDKIEKSQEAYLLAFEHYVNHRKHNIPHFWPKLLMKEREVQSSILYKGAAAEGRPGGSLGVHPEGQQLLGMHVVQV. The pIC50 is 4.1. (5) The drug is C[C@@H]1[C@@H](O)[C@H](O)[C@@H]2[C@H](O)[C@H](O)[C@@H](CO)N12. The target protein sequence is MAKIKLKKFLYGGDYNPDQWSEDVWEQDIEFMKYYNVNAVSMPIFSWAQLQPSEDKFTFEWLDRIIDKLYSNGIHVILATPTASQPAWLSKKYPDVLPVDIHGRKRKHGARQNYCPNSPNFKNAARRIVEQMAKRYKDHPAIIMWHISNEYGPYCYCENCAKAFREWLKERYKTLDELNKRWNTAFWGHTFYDWDEIEVPSYLNEEYEYMPGRQKSSFQGLSLDYKRFMSDSLLNLYKMEVEIIKKYMPDVPVTTNLMGPFKPLDYHKWAQYMDVVSWDNYPSIKDSPHSIAFKHDLMRGLKRDQSFILMEQTPSQTNWQWYNSAKRPGMIRLLSYHAIAHGADSVLYFQWRQSVGSCEKFHSAMVPHAGHLNTRVSKELKQIGDELLRLDEILESVNKSDVALLFDWENWWALEESMGFRNDISYLEHIDSYYKALYKLKTNVDVVDPTEDLSRYKLVVAPLLYLLDSNTAKNIEEYVKNGGIFITTFLSGLVDENDRV.... The pIC50 is 3.2. (6) The pIC50 is 5.5. The small molecule is O=S(=O)(Nc1nc2cc(Cl)ccc2o1)c1cc(Cl)ccc1Cl. The target protein (P09467) has sequence MADQAPFDTDVNTLTRFVMEEGRKARGTGELTQLLNSLCTAVKAISSAVRKAGIAHLYGIAGSTNVTGDQVKKLDVLSNDLVMNMLKSSFATCVLVSEEDKHAIIVEPEKRGKYVVCFDPLDGSSNIDCLVSVGTIFGIYRKKSTDEPSEKDALQPGRNLVAAGYALYGSATMLVLAMDCGVNCFMLDPAIGEFILVDKDVKIKKKGKIYSLNEGYARDFDPAVTEYIQRKKFPPDNSAPYGARYVGSMVADVHRTLVYGGIFLYPANKKSPNGKLRLLYECNPMAYVMEKAGGMATTGKEAVLDVIPTDIHQRAPVILGSPDDVLEFLKVYEKHSAQ. (7) The small molecule is O=P(O)(O)O[C@H]1[C@H](O)[C@@H](OP(=O)(O)O)[C@H](OP(=O)(O)O)[C@@H](O)[C@H]1O. The target protein (Q14643) has sequence MSDKMSSFLHIGDICSLYAEGSTNGFISTLGLVDDRCVVQPETGDLNNPPKKFRDCLFKLCPMNRYSAQKQFWKAAKPGANSTTDAVLLNKLHHAADLEKKQNETENRKLLGTVIQYGNVIQLLHLKSNKYLTVNKRLPALLEKNAMRVTLDEAGNEGSWFYIQPFYKLRSIGDSVVIGDKVVLNPVNAGQPLHASSHQLVDNPGCNEVNSVNCNTSWKIVLFMKWSDNKDDILKGGDVVRLFHAEQEKFLTCDEHRKKQHVFLRTTGRQSATSATSSKALWEVEVVQHDPCRGGAGYWNSLFRFKHLATGHYLAAEVDPDFEEECLEFQPSVDPDQDASRSRLRNAQEKMVYSLVSVPEGNDISSIFELDPTTLRGGDSLVPRNSYVRLRHLCTNTWVHSTNIPIDKEEEKPVMLKIGTSPVKEDKEAFAIVPVSPAEVRDLDFANDASKVLGSIAGKLEKGTITQNERRSVTKLLEDLVYFVTGGTNSGQDVLEVVFS.... The pIC50 is 6.5. (8) The compound is CC[C@]1(C)NC(=O)c2cc(S(=O)(=O)Nc3ccc(F)cc3F)ccc2NC1=O. The target protein (Q921V5) has sequence MRFRIYKRKVLILTLVVAACGFVLWSSNGRQRKSDALGPPLLDAEPVRGAGHLAVSVGIRRVSNESAAPLVPAVPRPEVDNLTLRYRSLVYQLNFDQMLRNVGNDGTWSPGELVLVVQVHNRPEYLRLLIDSLRKAQGIQEVLVIFSHDFWSAEINSLISRVDFCPVLQVFFPFSIQLYPNEFPGSDPRDCPRDLKKNAALKLGCINAEYPDSFGHYREAKFSQTKHHWWWKLHFVWERVKVLQDYTGLILFLEEDHYLAPDFYHVFKKMWKLKQQECPGCDVLSLGTYTTIRSFYGIADKVDVKTWKSTEHNMGLALTRDAYQKLIECTDTFCTYDDYNWDWTLQYLTLACLPKIWKVLVPQAPRIFHAGDCGMHHKKTCRPSTQSAQIESLLNSNKQYLFPETLVIGEKFPMAAISPPRKNGGWGDIRDHELCKSYRRLQ. The pIC50 is 8.3. (9) The drug is CCCCCCCCCC(=O)C(O)c1cccc(CCC)c1. The target protein (Q9KM66) has sequence MIVSMDVIKRVYQYAEPNLSLVGWMGMLGFPAYYFIWEYWFPQSYENLGLRCAAAVLFGGLVFRDSMPKKWQRYMPGYFLFTIGFCLPFFFAFMMLMNDWSTIWAMSFMASIFLHILLVHDTRVMALQALFSVLVAYLAVYGLTDFHPTTLIEWQYIPIFLFTYVFGNLCFFRNQISHETKVSIAKTFGAGIAHEMRNPLSALKTSIDVVRTMIPKPQTAAHTDYSLDAQELDLLHQILNEADDVIYSGNNAIDLLLTSIDENRVSPASFKKHSVVDVIEKAVKTFPYKNAADQHSVELEVHQPFDFFGSDTLLTYALFNLLKNAFYYQKEHFSVCISIEQTSEHNLIRVRDNGVGIAPEMLEDIFRDFYTFGKNGSYGLGLPFCRKVMSAFGGTIRCASQQGQWTEFVLSFPRYDSDTVNEIKTELLKTKSLIYIGSNQAIVRELNQLAVEDEFGFTAISAQQAVRRQDYEFEFDLILLDLDDATAQGELLPKLEGTLS.... The pIC50 is 3.3.